Task: Regression. Given two drug SMILES strings and cell line genomic features, predict the synergy score measuring deviation from expected non-interaction effect.. Dataset: NCI-60 drug combinations with 297,098 pairs across 59 cell lines (1) Drug 1: CC1C(C(CC(O1)OC2CC(CC3=C2C(=C4C(=C3O)C(=O)C5=C(C4=O)C(=CC=C5)OC)O)(C(=O)C)O)N)O.Cl. Drug 2: CCCS(=O)(=O)NC1=C(C(=C(C=C1)F)C(=O)C2=CNC3=C2C=C(C=N3)C4=CC=C(C=C4)Cl)F. Cell line: K-562. Synergy scores: CSS=28.1, Synergy_ZIP=5.20, Synergy_Bliss=7.24, Synergy_Loewe=-28.7, Synergy_HSA=4.84. (2) Drug 1: C1CC(=O)NC(=O)C1N2CC3=C(C2=O)C=CC=C3N. Drug 2: C1=NNC2=C1C(=O)NC=N2. Cell line: NCI-H226. Synergy scores: CSS=7.27, Synergy_ZIP=2.81, Synergy_Bliss=6.27, Synergy_Loewe=5.27, Synergy_HSA=4.70. (3) Drug 1: CC12CCC3C(C1CCC2=O)CC(=C)C4=CC(=O)C=CC34C. Drug 2: CC=C1C(=O)NC(C(=O)OC2CC(=O)NC(C(=O)NC(CSSCCC=C2)C(=O)N1)C(C)C)C(C)C. Cell line: RPMI-8226. Synergy scores: CSS=91.8, Synergy_ZIP=-1.15, Synergy_Bliss=-3.82, Synergy_Loewe=-4.47, Synergy_HSA=-2.18. (4) Drug 1: CN1CCC(CC1)COC2=C(C=C3C(=C2)N=CN=C3NC4=C(C=C(C=C4)Br)F)OC. Drug 2: C1CN(P(=O)(OC1)NCCCl)CCCl. Cell line: SNB-19. Synergy scores: CSS=5.46, Synergy_ZIP=-1.06, Synergy_Bliss=3.43, Synergy_Loewe=-0.114, Synergy_HSA=2.36. (5) Drug 1: CC(C1=C(C=CC(=C1Cl)F)Cl)OC2=C(N=CC(=C2)C3=CN(N=C3)C4CCNCC4)N. Drug 2: CN1CCC(CC1)COC2=C(C=C3C(=C2)N=CN=C3NC4=C(C=C(C=C4)Br)F)OC. Cell line: ACHN. Synergy scores: CSS=22.7, Synergy_ZIP=-6.93, Synergy_Bliss=1.77, Synergy_Loewe=-1.25, Synergy_HSA=2.21.